From a dataset of Catalyst prediction with 721,799 reactions and 888 catalyst types from USPTO. Predict which catalyst facilitates the given reaction. (1) Reactant: [Cl:1][C:2]1[CH:3]=[C:4]([C:8]2[CH:9]=[C:10]([OH:23])[C:11]([C:14]([NH:16][C:17]([CH3:22])([CH3:21])[C:18]([OH:20])=O)=[O:15])=[N:12][CH:13]=2)[CH:5]=[CH:6][CH:7]=1.[CH3:24][N:25](C)CCCN=C=NCC.ON1C2C=CC=CC=2N=N1.C(N(C(C)C)CC)(C)C.Cl.CN. Product: [CH3:21][C:17]([NH:16][C:14]([C:11]1[C:10]([OH:23])=[CH:9][C:8]([C:4]2[CH:5]=[CH:6][CH:7]=[C:2]([Cl:1])[CH:3]=2)=[CH:13][N:12]=1)=[O:15])([C:18](=[O:20])[NH:25][CH3:24])[CH3:22]. The catalyst class is: 3. (2) Reactant: [Li]CCCC.Br[C:7]1[CH:8]=[C:9]2[C:14](=[CH:15][CH:16]=1)[N:13]=[C:12]([O:17][CH3:18])[C:11]([CH2:19][C:20]1[CH:25]=[CH:24][C:23]([C:26]([F:29])([F:28])[F:27])=[CH:22][CH:21]=1)=[C:10]2[Cl:30].ClC1C2C(=CC=C(C(C3C(C)=NC(C)=CC=3)O)C=2)N=C(OC)C=1CC1C=CC(C(F)(F)F)=CC=1.[CH3:65][N:66]1[C:70]([C:71]([C:73]2[N:77]([CH3:78])[N:76]=[N:75][CH:74]=2)=[O:72])=[CH:69][N:68]=[N:67]1.C(=O)=O.CC(C)=O. Product: [Cl:30][C:10]1[C:9]2[C:14](=[CH:15][CH:16]=[C:7]([C:71]([C:70]3[N:66]([CH3:65])[N:67]=[N:68][CH:69]=3)([C:73]3[N:77]([CH3:78])[N:76]=[N:75][CH:74]=3)[OH:72])[CH:8]=2)[N:13]=[C:12]([O:17][CH3:18])[C:11]=1[CH2:19][C:20]1[CH:25]=[CH:24][C:23]([C:26]([F:29])([F:28])[F:27])=[CH:22][CH:21]=1. The catalyst class is: 1. (3) Reactant: [F:1][C:2]([F:29])([F:28])[C:3]([NH:5][C:6]1[C:11]([C:12]([F:15])([F:14])[F:13])=[CH:10][C:9]([O:16][C:17]2[CH:22]=[CH:21][C:20](C=O)=[CH:19][CH:18]=2)=[CH:8][C:7]=1[N+:25]([O-])=O)=O.[CH:30]([O:37][CH2:38][CH3:39])([O:34]CC)OCC.C(O)CO. Product: [O:37]1[CH2:38][CH2:39][O:34][CH:30]1[C:20]1[CH:21]=[CH:22][C:17]([O:16][C:9]2[CH:10]=[C:11]([C:12]([F:15])([F:14])[F:13])[C:6]3[NH:5][C:3]([C:2]([F:29])([F:28])[F:1])=[N:25][C:7]=3[CH:8]=2)=[CH:18][CH:19]=1. The catalyst class is: 13. (4) Reactant: [CH:1]1(/[C:5](/OS(C(F)(F)F)(=O)=O)=[CH:6]/[C:7]([O:9][CH3:10])=[O:8])[CH2:4][CH2:3][CH2:2]1.P([O-])([O-])([O-])=O.[K+].[K+].[K+].[OH:27][C:28]1[CH:29]=[C:30](B(O)O)[CH:31]=[CH:32][CH:33]=1. Product: [CH:1]1(/[C:5](/[C:32]2[CH:31]=[CH:30][CH:29]=[C:28]([OH:27])[CH:33]=2)=[CH:6]/[C:7]([O:9][CH3:10])=[O:8])[CH2:4][CH2:3][CH2:2]1. The catalyst class is: 70. (5) Reactant: [C:1]([O:5][C:6]([N:8]1[CH2:13][CH2:12][O:11][CH:10]([C:14]([OH:16])=O)[CH2:9]1)=[O:7])([CH3:4])([CH3:3])[CH3:2].CN([C:20]([O:24][N:25]1N=NC2C=CC=N[C:26]1=2)=[N+](C)C)C.F[P-](F)(F)(F)(F)F.CCN(C(C)C)C(C)C.O. Product: [CH3:20][O:24][N:25]([CH3:26])[C:14]([CH:10]1[O:11][CH2:12][CH2:13][N:8]([C:6]([O:5][C:1]([CH3:2])([CH3:3])[CH3:4])=[O:7])[CH2:9]1)=[O:16]. The catalyst class is: 2. (6) Reactant: Cl.[CH:2]1([CH2:8][CH2:9][CH2:10][N:11]2[CH2:16][CH2:15][N:14]([C:17]3[CH:22]=[CH:21][C:20]([OH:23])=[C:19]([F:24])[CH:18]=3)[CH2:13][CH2:12]2)[CH2:7][CH2:6][CH2:5][CH2:4][CH2:3]1.C(=O)([O-])O.[Na+].[OH-].[Na+]. Product: [CH:2]1([CH2:8][CH2:9][CH2:10][N:11]2[CH2:16][CH2:15][N:14]([C:17]3[CH:22]=[CH:21][C:20]([OH:23])=[C:19]([F:24])[CH:18]=3)[CH2:13][CH2:12]2)[CH2:7][CH2:6][CH2:5][CH2:4][CH2:3]1. The catalyst class is: 13. (7) Reactant: [CH2:1]([O:3][C:4]1[CH:5]=[C:6]([CH:10]=[CH:11][C:12]=1[I:13])[C:7]([OH:9])=O)[CH3:2].C(Cl)(=O)C(Cl)=O.[NH:20]1[CH2:25][CH2:24][CH2:23][CH2:22][CH2:21]1. Product: [CH2:1]([O:3][C:4]1[CH:5]=[C:6]([C:7]([N:20]2[CH2:25][CH2:24][CH2:23][CH2:22][CH2:21]2)=[O:9])[CH:10]=[CH:11][C:12]=1[I:13])[CH3:2]. The catalyst class is: 306. (8) Reactant: [O:1]1CCO[CH:2]1[C:6]1[CH:7]=[C:8]([NH:12][C:13](=[O:21])[C:14]2[CH:19]=[C:18]([CH3:20])[CH:17]=[N:16][CH:15]=2)[CH:9]=[CH:10][CH:11]=1.Cl.O.[OH-].[Na+]. Product: [CH:2]([C:6]1[CH:7]=[C:8]([NH:12][C:13](=[O:21])[C:14]2[CH:19]=[C:18]([CH3:20])[CH:17]=[N:16][CH:15]=2)[CH:9]=[CH:10][CH:11]=1)=[O:1]. The catalyst class is: 12.